From a dataset of Forward reaction prediction with 1.9M reactions from USPTO patents (1976-2016). Predict the product of the given reaction. (1) Given the reactants [C:1]([O:5][C:6](=[O:28])[NH:7][CH2:8][C:9]1([C:26]#[N:27])[CH2:14][CH2:13][CH:12]([CH:15]([O:18][Si:19]([C:22]([CH3:25])([CH3:24])[CH3:23])([CH3:21])[CH3:20])[CH2:16][CH3:17])[O:11][CH2:10]1)([CH3:4])([CH3:3])[CH3:2].[NH2:29][OH:30], predict the reaction product. The product is: [C:1]([O:5][C:6](=[O:28])[NH:7][CH2:8][C:9]1([C:26](=[N:29][OH:30])[NH2:27])[CH2:14][CH2:13][CH:12]([CH:15]([O:18][Si:19]([C:22]([CH3:25])([CH3:24])[CH3:23])([CH3:20])[CH3:21])[CH2:16][CH3:17])[O:11][CH2:10]1)([CH3:2])([CH3:3])[CH3:4]. (2) Given the reactants [C:1]([C:4]1[CH:5]=[C:6]2[C:19](=[C:20]([F:23])[C:21]=1[F:22])[N:18]1[CH2:24][C@@H:25]([CH3:29])[O:26][C@@H:27]([CH3:28])[C@@H:17]1[C:8]1([C:13](=[O:14])[NH:12][C:11](=[O:15])[NH:10][C:9]1=[O:16])[CH2:7]2)(=O)[CH3:2].Cl.[NH2:31][OH:32], predict the reaction product. The product is: [F:22][C:21]1[C:20]([F:23])=[C:19]2[C:6]([CH2:7][C:8]3([C@H:17]4[C@H:27]([CH3:28])[O:26][C@H:25]([CH3:29])[CH2:24][N:18]42)[C:9](=[O:16])[NH:10][C:11](=[O:15])[NH:12][C:13]3=[O:14])=[CH:5][C:4]=1/[C:1](=[N:31]/[OH:32])/[CH3:2].